From a dataset of Reaction yield outcomes from USPTO patents with 853,638 reactions. Predict the reaction yield, written as a fraction of the theoretical maximum amount of product (1.0 means a 100% yield; for example, 0.34 means a 34% yield). (1) The reactants are [N:1]([CH2:4][CH2:5][O:6][CH2:7][CH2:8][O:9][CH2:10][CH2:11][O:12][CH2:13][CH2:14][NH:15][C:16](=[O:53])[CH2:17][CH2:18][C@@H:19]([C:46]([O:48]C(C)(C)C)=[O:47])[NH:20][C:21](=[O:45])[CH2:22][CH2:23][CH2:24][CH2:25][CH2:26][CH2:27][CH2:28][CH2:29][CH2:30][CH2:31][CH2:32][CH2:33][CH2:34][CH2:35][CH2:36][CH2:37][C:38]([O:40]C(C)(C)C)=[O:39])=[N+:2]=[N-:3].C(O)(C(F)(F)F)=O. The yield is 0.226. The product is [N:1]([CH2:4][CH2:5][O:6][CH2:7][CH2:8][O:9][CH2:10][CH2:11][O:12][CH2:13][CH2:14][NH:15][C:16](=[O:53])[CH2:17][CH2:18][C@@H:19]([C:46]([OH:48])=[O:47])[NH:20][C:21](=[O:45])[CH2:22][CH2:23][CH2:24][CH2:25][CH2:26][CH2:27][CH2:28][CH2:29][CH2:30][CH2:31][CH2:32][CH2:33][CH2:34][CH2:35][CH2:36][CH2:37][C:38]([OH:40])=[O:39])=[N+:2]=[N-:3]. The catalyst is C(Cl)Cl. (2) The reactants are [CH2:1]([S:3]([C:6]1[CH:11]=[CH:10][C:9](B(O)O)=[CH:8][CH:7]=1)(=[O:5])=[O:4])[CH3:2].Cl[C:16]1[CH:17]=[C:18]([B:23]2[NH:34][C:33]3[C:35]4[C:29]([CH:30]=[CH:31][CH:32]=3)=[CH:28][CH:27]=[CH:26][C:25]=4[NH:24]2)[CH:19]=[CH:20][C:21]=1[F:22].P([O-])([O-])[O-].[K+].[K+].[K+].C1(P(C2CCCCC2)C2C=CC=CC=2C2C(OC)=CC=CC=2OC)CCCCC1. The catalyst is CN(C=O)C. The product is [CH2:1]([S:3]([C:6]1[CH:11]=[CH:10][C:9]([C:16]2[C:21]([F:22])=[CH:20][CH:19]=[C:18]([B:23]3[NH:24][C:25]4[C:35]5[C:29]([CH:28]=[CH:27][CH:26]=4)=[CH:30][CH:31]=[CH:32][C:33]=5[NH:34]3)[CH:17]=2)=[CH:8][CH:7]=1)(=[O:5])=[O:4])[CH3:2]. The yield is 0.420. (3) The reactants are [NH2:1][C:2]1[CH:7]=[CH:6][C:5]([N:8]2[C:12]3=[N:13][CH:14]=[N:15][C:16]([NH:17][C:18](=[O:24])[O:19][C:20]([CH3:23])([CH3:22])[CH3:21])=[C:11]3[C:10]([I:25])=[N:9]2)=[CH:4][CH:3]=1.C=O.[BH3-][C:29]#N.[Na+].[BH-](OC(C)=O)(OC(C)=O)OC(C)=O.[Na+]. The catalyst is C1COCC1. The product is [I:25][C:10]1[C:11]2[C:12](=[N:13][CH:14]=[N:15][C:16]=2[NH:17][C:18](=[O:24])[O:19][C:20]([CH3:21])([CH3:22])[CH3:23])[N:8]([C:5]2[CH:6]=[CH:7][C:2]([NH:1][CH3:29])=[CH:3][CH:4]=2)[N:9]=1. The yield is 0.330.